This data is from CYP2D6 inhibition data for predicting drug metabolism from PubChem BioAssay. The task is: Regression/Classification. Given a drug SMILES string, predict its absorption, distribution, metabolism, or excretion properties. Task type varies by dataset: regression for continuous measurements (e.g., permeability, clearance, half-life) or binary classification for categorical outcomes (e.g., BBB penetration, CYP inhibition). Dataset: cyp2d6_veith. (1) The drug is CCc1cc2cc(C)c(C)cc2nc1SCC(=O)NNC(=O)c1ccco1. The result is 0 (non-inhibitor). (2) The result is 0 (non-inhibitor). The drug is COc1ccc(-n2cnnc2SCC(=O)Nc2ccc(N3CCOCC3)cc2)cc1. (3) The compound is COCCNC(=O)/C(C#N)=C/c1ccc(-c2ccc(OC)cc2[N+](=O)[O-])o1. The result is 0 (non-inhibitor). (4) The result is 1 (inhibitor). The molecule is COc1ccccc1-c1nc(N(C)Cc2ccco2)c2ccccc2n1. (5) The drug is CNCCC=C1c2ccccc2C=Cc2ccccc21. The result is 1 (inhibitor). (6) The drug is CS(=O)(=O)N1CCC2(CC1)CN(c1ccccn1)C2. The result is 0 (non-inhibitor).